This data is from Full USPTO retrosynthesis dataset with 1.9M reactions from patents (1976-2016). The task is: Predict the reactants needed to synthesize the given product. (1) Given the product [CH2:1]([O:8][C:9]([N:11]1[CH2:20][CH2:19][C:18]2[C:13](=[C:14]([C:22]3[C:23]([O:36][CH3:37])=[CH:24][C:25]([CH2:30][C:31]([OH:33])=[O:32])=[CH:26][C:27]=3[O:28][CH3:29])[CH:15]=[CH:16][C:17]=2[F:21])[CH2:12]1)=[O:10])[C:2]1[CH:7]=[CH:6][CH:5]=[CH:4][CH:3]=1, predict the reactants needed to synthesize it. The reactants are: [CH2:1]([O:8][C:9]([N:11]1[CH2:20][CH2:19][C:18]2[C:13](=[C:14]([C:22]3[C:27]([O:28][CH3:29])=[CH:26][C:25]([CH2:30][C:31]([O:33]CC)=[O:32])=[CH:24][C:23]=3[O:36][CH3:37])[CH:15]=[CH:16][C:17]=2[F:21])[CH2:12]1)=[O:10])[C:2]1[CH:7]=[CH:6][CH:5]=[CH:4][CH:3]=1.C(O)=O. (2) Given the product [CH3:1][O:2][C:3]1[CH:4]=[C:5]([CH2:11][CH2:12][C@H:13]([C:15]2[CH:20]=[CH:19][CH:18]=[C:17]([O:21][CH2:22][CH2:23][N:24]3[CH2:29][CH2:28][O:27][CH2:26][CH2:25]3)[CH:16]=2)[OH:14])[CH:6]=[CH:7][C:8]=1[O:9][CH3:10], predict the reactants needed to synthesize it. The reactants are: [CH3:1][O:2][C:3]1[CH:4]=[C:5]([CH2:11][CH2:12][C:13]([C:15]2[CH:20]=[CH:19][CH:18]=[C:17]([O:21][CH2:22][CH2:23][N:24]3[CH2:29][CH2:28][O:27][CH2:26][CH2:25]3)[CH:16]=2)=[O:14])[CH:6]=[CH:7][C:8]=1[O:9][CH3:10].B(Cl)([C@@H]1[C@@H](C)[C@H]2C(C)(C)[C@H](C2)C1)[C@@H]1[C@@H](C)[C@H]2C(C)(C)[C@H](C2)C1.CCCCCC.B(Cl)([C@@H]1[C@@H](C)[C@@H]2C(C)(C)[C@@H](C2)C1)[C@@H]1[C@@H](C)[C@@H]2C(C)(C)[C@@H](C2)C1. (3) Given the product [C:7]1([N:5]2[CH:6]=[C:2]([B:18]3[O:22][C:21]([CH3:24])([CH3:23])[C:20]([CH3:26])([CH3:25])[O:19]3)[CH:3]=[N:4]2)[CH:12]=[CH:11][CH:10]=[CH:9][CH:8]=1, predict the reactants needed to synthesize it. The reactants are: Br[C:2]1[CH:3]=[N:4][N:5]([C:7]2[CH:12]=[CH:11][CH:10]=[CH:9][CH:8]=2)[CH:6]=1.CC([O-])=O.[K+].[B:18]1([B:18]2[O:22][C:21]([CH3:24])([CH3:23])[C:20]([CH3:26])([CH3:25])[O:19]2)[O:22][C:21]([CH3:24])([CH3:23])[C:20]([CH3:26])([CH3:25])[O:19]1. (4) Given the product [CH3:48][C:16]1([CH3:49])[C:17]2[CH:18]=[C:19]([N:26]([C:37]3[CH:38]=[CH:39][C:40]([CH:43]=[O:44])=[CH:41][CH:42]=3)[C:27]3[C:36]4[C:31](=[CH:32][CH:33]=[CH:34][CH:35]=4)[CH:30]=[CH:29][CH:28]=3)[CH:20]=[CH:21][C:22]=2[C:23]2[C:15]1=[CH:14][C:13]([N:12]([C:9]1[CH:8]=[CH:7][C:6]([CH:2]=[O:1])=[CH:11][CH:10]=1)[C:50]1[C:59]3[C:54](=[CH:55][CH:56]=[CH:57][CH:58]=3)[CH:53]=[CH:52][CH:51]=1)=[CH:25][CH:24]=2, predict the reactants needed to synthesize it. The reactants are: [O:1]1CCO[CH:2]1[C:6]1[CH:11]=[CH:10][C:9]([N:12]([C:50]2[C:59]3[C:54](=[CH:55][CH:56]=[CH:57][CH:58]=3)[CH:53]=[CH:52][CH:51]=2)[C:13]2[CH:25]=[CH:24][C:23]3[C:22]4[C:17](=[CH:18][C:19]([N:26]([C:37]5[CH:42]=[CH:41][C:40]([CH:43]6OCC[O:44]6)=[CH:39][CH:38]=5)[C:27]5[C:36]6[C:31](=[CH:32][CH:33]=[CH:34][CH:35]=6)[CH:30]=[CH:29][CH:28]=5)=[CH:20][CH:21]=4)[C:16]([CH3:49])([CH3:48])[C:15]=3[CH:14]=2)=[CH:8][CH:7]=1.Cl. (5) Given the product [Cl:1][C:2]1[CH:3]=[CH:4][C:5]([O:26][CH2:27][CH:28]([CH3:30])[CH3:29])=[C:6]([CH2:8][N:9]2[C:13]([CH3:14])=[CH:12][C:11]([C:15]([NH:17][C:18]3[CH:23]=[CH:22][C:21]([CH2:24][NH:32][CH3:31])=[CH:20][N:19]=3)=[O:16])=[N:10]2)[CH:7]=1, predict the reactants needed to synthesize it. The reactants are: [Cl:1][C:2]1[CH:3]=[CH:4][C:5]([O:26][CH2:27][CH:28]([CH3:30])[CH3:29])=[C:6]([CH2:8][N:9]2[C:13]([CH3:14])=[CH:12][C:11]([C:15]([NH:17][C:18]3[CH:23]=[CH:22][C:21]([CH:24]=O)=[CH:20][N:19]=3)=[O:16])=[N:10]2)[CH:7]=1.[CH3:31][NH2:32].[BH-](OC(C)=O)(OC(C)=O)OC(C)=O.[Na+].C(O)(=O)C. (6) Given the product [Br:7][C:6]1[CH:5]=[C:4]([C:14]2[CH:15]=[CH:16][C:11]([O:10][CH3:9])=[CH:12][CH:13]=2)[S:3][C:2]=1[C:11]1[CH:16]=[CH:15][C:14]([O:23][CH3:20])=[CH:13][CH:12]=1, predict the reactants needed to synthesize it. The reactants are: Br[C:2]1[S:3][C:4](Br)=[CH:5][C:6]=1[Br:7].[CH3:9][O:10][C:11]1[CH:16]=[CH:15][C:14](B(O)O)=[CH:13][CH:12]=1.[C:20](=[O:23])([O-])[O-].[Na+].[Na+].C(Cl)(Cl)Cl.